This data is from Forward reaction prediction with 1.9M reactions from USPTO patents (1976-2016). The task is: Predict the product of the given reaction. (1) Given the reactants [CH3:1][C:2](=O)[CH2:3][CH2:4][C:5](=O)[CH3:6].[NH2:9][C:10]1[CH:15]=[CH:14][C:13]([Br:16])=[CH:12][N:11]=1, predict the reaction product. The product is: [Br:16][C:13]1[CH:14]=[CH:15][C:10]([N:9]2[C:2]([CH3:1])=[CH:3][CH:4]=[C:5]2[CH3:6])=[N:11][CH:12]=1. (2) Given the reactants [NH2:1][C:2]1[CH:3]=[C:4]([C:8]2[N:13]=[C:12]([NH:14][CH2:15][C:16]3[CH:21]=[CH:20][CH:19]=[CH:18][CH:17]=3)[C:11]3=[C:22]([C:25]4[CH:30]=[CH:29][CH:28]=[CH:27][CH:26]=4)[CH:23]=[CH:24][N:10]3[N:9]=2)[CH:5]=[N:6][CH:7]=1.N1C=CC=CC=1.Cl[C:38](=[O:45])[CH2:39][C:40]([O:42][CH2:43][CH3:44])=[O:41].O, predict the reaction product. The product is: [CH2:15]([NH:14][C:12]1[C:11]2=[C:22]([C:25]3[CH:30]=[CH:29][CH:28]=[CH:27][CH:26]=3)[CH:23]=[CH:24][N:10]2[N:9]=[C:8]([C:4]2[CH:3]=[C:2]([NH:1][C:38](=[O:45])[CH2:39][C:40]([O:42][CH2:43][CH3:44])=[O:41])[CH:7]=[N:6][CH:5]=2)[N:13]=1)[C:16]1[CH:17]=[CH:18][CH:19]=[CH:20][CH:21]=1. (3) Given the reactants [CH2:1]([N:3]1[C:7]2[CH:8]=[CH:9][C:10]([C:12](=[O:22])[C:13]3[CH:18]=[CH:17][C:16]([N+:19]([O-:21])=[O:20])=[CH:15][CH:14]=3)=[CH:11][C:6]=2[S:5][C:4]1=[O:23])[CH3:2].[BH4-].[Na+], predict the reaction product. The product is: [CH2:1]([N:3]1[C:7]2[CH:8]=[CH:9][C:10]([CH:12]([OH:22])[C:13]3[CH:18]=[CH:17][C:16]([N+:19]([O-:21])=[O:20])=[CH:15][CH:14]=3)=[CH:11][C:6]=2[S:5][C:4]1=[O:23])[CH3:2]. (4) The product is: [Cl:3][C:4]1[S:8][C:7]([C:9]2([N:20]([CH3:22])[CH3:21])[CH2:10][CH2:11][C:12]3([CH2:13][C:14](=[O:17])[N:15]([CH2:27][CH2:28][C:29]([O:32][CH3:33])([CH3:31])[CH3:30])[CH2:16]3)[CH2:18][CH2:19]2)=[CH:6][CH:5]=1. Given the reactants [OH-].[Na+].[Cl:3][C:4]1[S:8][C:7]([C:9]2([N:20]([CH3:22])[CH3:21])[CH2:19][CH2:18][C:12]3([CH2:16][NH:15][C:14](=[O:17])[CH2:13]3)[CH2:11][CH2:10]2)=[CH:6][CH:5]=1.S(C1C=CC(C)=CC=1)(O[CH2:27][CH2:28][C:29]([O:32][CH3:33])([CH3:31])[CH3:30])(=O)=O, predict the reaction product. (5) Given the reactants [CH3:1][N:2]1[CH:10]2[CH2:11][CH2:12][CH2:13][CH:3]1[C:4]1[N:5]=[N:6][N:7](CC3C=CC(OC)=CC=3)[C:8]=1[CH2:9]2, predict the reaction product. The product is: [CH3:1][N:2]1[CH:10]2[CH2:11][CH2:12][CH2:13][CH:3]1[C:4]1[N:5]=[N:6][NH:7][C:8]=1[CH2:9]2.